From a dataset of NCI-60 drug combinations with 297,098 pairs across 59 cell lines. Regression. Given two drug SMILES strings and cell line genomic features, predict the synergy score measuring deviation from expected non-interaction effect. (1) Synergy scores: CSS=44.6, Synergy_ZIP=3.48, Synergy_Bliss=3.99, Synergy_Loewe=3.69, Synergy_HSA=6.35. Drug 2: C1=CN(C=N1)CC(O)(P(=O)(O)O)P(=O)(O)O. Drug 1: C1=C(C(=O)NC(=O)N1)F. Cell line: SW-620. (2) Drug 1: CC1C(C(CC(O1)OC2CC(CC3=C2C(=C4C(=C3O)C(=O)C5=C(C4=O)C(=CC=C5)OC)O)(C(=O)C)O)N)O.Cl. Drug 2: B(C(CC(C)C)NC(=O)C(CC1=CC=CC=C1)NC(=O)C2=NC=CN=C2)(O)O. Cell line: A549. Synergy scores: CSS=24.5, Synergy_ZIP=5.49, Synergy_Bliss=7.41, Synergy_Loewe=7.39, Synergy_HSA=7.46. (3) Drug 1: CC1C(C(CC(O1)OC2CC(CC3=C2C(=C4C(=C3O)C(=O)C5=C(C4=O)C(=CC=C5)OC)O)(C(=O)C)O)N)O.Cl. Drug 2: CC1=C(C(=O)C2=C(C1=O)N3CC4C(C3(C2COC(=O)N)OC)N4)N. Cell line: SF-539. Synergy scores: CSS=37.8, Synergy_ZIP=-8.02, Synergy_Bliss=-6.04, Synergy_Loewe=-13.5, Synergy_HSA=-4.21. (4) Drug 1: COC1=NC(=NC2=C1N=CN2C3C(C(C(O3)CO)O)O)N. Drug 2: CC1=C(N=C(N=C1N)C(CC(=O)N)NCC(C(=O)N)N)C(=O)NC(C(C2=CN=CN2)OC3C(C(C(C(O3)CO)O)O)OC4C(C(C(C(O4)CO)O)OC(=O)N)O)C(=O)NC(C)C(C(C)C(=O)NC(C(C)O)C(=O)NCCC5=NC(=CS5)C6=NC(=CS6)C(=O)NCCC[S+](C)C)O. Cell line: HCT-15. Synergy scores: CSS=8.40, Synergy_ZIP=-1.36, Synergy_Bliss=-1.40, Synergy_Loewe=-22.3, Synergy_HSA=-1.90. (5) Drug 1: C1=CC(=CC=C1CCC2=CNC3=C2C(=O)NC(=N3)N)C(=O)NC(CCC(=O)O)C(=O)O. Drug 2: CC1=C2C(C(=O)C3(C(CC4C(C3C(C(C2(C)C)(CC1OC(=O)C(C(C5=CC=CC=C5)NC(=O)C6=CC=CC=C6)O)O)OC(=O)C7=CC=CC=C7)(CO4)OC(=O)C)O)C)OC(=O)C. Cell line: RXF 393. Synergy scores: CSS=15.8, Synergy_ZIP=-10.2, Synergy_Bliss=-1.40, Synergy_Loewe=-0.0862, Synergy_HSA=0.886. (6) Drug 1: C1CC(=O)NC(=O)C1N2C(=O)C3=CC=CC=C3C2=O. Drug 2: C(CN)CNCCSP(=O)(O)O. Cell line: UACC-257. Synergy scores: CSS=-1.89, Synergy_ZIP=9.39, Synergy_Bliss=0.0131, Synergy_Loewe=-3.42, Synergy_HSA=-3.07.